This data is from Catalyst prediction with 721,799 reactions and 888 catalyst types from USPTO. The task is: Predict which catalyst facilitates the given reaction. (1) Reactant: [N:1]1[CH:6]=[CH:5][CH:4]=[C:3]([C:7]2[CH:8]=[C:9]([OH:13])[CH:10]=[CH:11][CH:12]=2)[CH:2]=1.[C:14](Cl)([Cl:16])=[O:15].C1(C)C=CC=CC=1.CN(C)C1C=CC=CC=1. Product: [Cl:16][C:14]([O:13][C:9]1[CH:10]=[CH:11][CH:12]=[C:7]([C:3]2[CH:2]=[N:1][CH:6]=[CH:5][CH:4]=2)[CH:8]=1)=[O:15]. The catalyst class is: 7. (2) Reactant: [F:1][C:2]1[CH:11]=[CH:10][CH:9]=[C:8]2[C:3]=1[C:4](=[O:28])[N:5]([C:22]1[CH:27]=[CH:26][CH:25]=[CH:24][CH:23]=1)[C:6]([C@@H:12]([NH:14]C(=O)OC(C)(C)C)[CH3:13])=[N:7]2.Cl. Product: [NH2:14][C@H:12]([C:6]1[N:5]([C:22]2[CH:23]=[CH:24][CH:25]=[CH:26][CH:27]=2)[C:4](=[O:28])[C:3]2[C:8](=[CH:9][CH:10]=[CH:11][C:2]=2[F:1])[N:7]=1)[CH3:13]. The catalyst class is: 161. (3) Product: [C:12]([C:16]1[CH:21]=[CH:20][C:19]([NH:22][C:23]2[C:24]3[CH2:34][CH2:33][N:32]([C:35]4[C:40]([Cl:41])=[CH:39][CH:38]=[CH:37][N:36]=4)[CH2:31][C:25]=3[N:26]=[C:27]([O:9][CH3:8])[N:28]=2)=[CH:18][CH:17]=1)([CH3:15])([CH3:14])[CH3:13]. The catalyst class is: 8. Reactant: C1C=C(Cl)C=C([C:8](OO)=[O:9])C=1.[C:12]([C:16]1[CH:21]=[CH:20][C:19]([NH:22][C:23]2[C:24]3[CH2:34][CH2:33][N:32]([C:35]4[C:40]([Cl:41])=[CH:39][CH:38]=[CH:37][N:36]=4)[CH2:31][C:25]=3[N:26]=[C:27](SC)[N:28]=2)=[CH:18][CH:17]=1)([CH3:15])([CH3:14])[CH3:13].C[O-].[Na+]. (4) The catalyst class is: 6. Reactant: Cl[C:2]1[C:3]2[CH:11]=[C:10]([CH:12]3[CH2:17][CH2:16][CH2:15][CH2:14][CH2:13]3)[S:9][C:4]=2[N:5]=[C:6]([CH3:8])[N:7]=1.C1N2CC[N:20](CC2)[CH2:19]1.CS(C)=O.[C-]#N.[K+]. Product: [CH:12]1([C:10]2[S:9][C:4]3[N:5]=[C:6]([CH3:8])[N:7]=[C:2]([C:19]#[N:20])[C:3]=3[CH:11]=2)[CH2:17][CH2:16][CH2:15][CH2:14][CH2:13]1. (5) Reactant: [NH2:1][C:2]1[CH:7]=[CH:6][N:5]([CH:8]2[O:12][CH:11]([CH2:13][OH:14])[CH:10]([O:15][C:16](=[O:29])[CH:17]([NH:21]C(OC(C)(C)C)=O)[CH:18]([CH3:20])[CH3:19])[C:9]2([OH:31])[CH3:30])[C:4](=[O:32])[N:3]=1.[ClH:33]. Product: [ClH:33].[ClH:33].[NH2:1][C:2]1[CH:7]=[CH:6][N:5]([CH:8]2[O:12][CH:11]([CH2:13][OH:14])[CH:10]([O:15][C:16](=[O:29])[CH:17]([NH2:21])[CH:18]([CH3:20])[CH3:19])[C:9]2([OH:31])[CH3:30])[C:4](=[O:32])[N:3]=1. The catalyst class is: 25.